Dataset: Reaction yield outcomes from USPTO patents with 853,638 reactions. Task: Predict the reaction yield, written as a fraction of the theoretical maximum amount of product (1.0 means a 100% yield; for example, 0.34 means a 34% yield). (1) The yield is 0.664. The product is [N:6]1([CH2:5][CH2:4][CH2:3][CH2:2][N:31]2[CH2:32][CH2:33][CH:39]([C:18]3[CH:19]=[CH:20][CH:21]=[C:16]([Cl:15])[CH:17]=3)[CH2:36][CH2:34]2)[C:10]2[CH:11]=[CH:12][CH:13]=[CH:14][C:9]=2[N:8]=[CH:7]1. No catalyst specified. The reactants are Cl[CH2:2][CH2:3][CH2:4][CH2:5][N:6]1[C:10]2[CH:11]=[CH:12][CH:13]=[CH:14][C:9]=2[N:8]=[CH:7]1.[Cl:15][C:16]1[CH:17]=[C:18](N2CCCCC2)[CH:19]=[CH:20][CH:21]=1.C([N:31]([CH:34]([CH3:36])C)[CH2:32][CH3:33])(C)C.[I-].[K+].[C:39](#N)C. (2) The catalyst is C1COCC1.C1(C)C=CC=CC=1.CCCCCC. The reactants are [C:1]1([C:7]2[CH:19]=[CH:18][C:17]3[C:16]4[C:11](=[CH:12][C:13]([C:20]5[CH:25]=[CH:24][CH:23]=[CH:22][CH:21]=5)=[CH:14][CH:15]=4)[CH2:10][C:9]=3[CH:8]=2)[CH:6]=[CH:5][CH:4]=[CH:3][CH:2]=1.C([Li])CCC.[CH2:31]([O:34][C:35]1[C:40]([C:41]([CH3:44])([CH3:43])[CH3:42])=[CH:39][C:38]([CH3:45])=[CH:37][C:36]=1[Si:46](Cl)([CH2:49][CH3:50])[CH2:47][CH3:48])[CH:32]=[CH2:33].C(=O)([O-])O.[Na+].C(=O)([O-])[O-].[Na+].[Na+]. The product is [CH2:31]([O:34][C:35]1[C:40]([C:41]([CH3:42])([CH3:43])[CH3:44])=[CH:39][C:38]([CH3:45])=[CH:37][C:36]=1[Si:46]([CH:10]1[C:11]2[CH:12]=[C:13]([C:20]3[CH:25]=[CH:24][CH:23]=[CH:22][CH:21]=3)[CH:14]=[CH:15][C:16]=2[C:17]2[C:9]1=[CH:8][C:7]([C:1]1[CH:2]=[CH:3][CH:4]=[CH:5][CH:6]=1)=[CH:19][CH:18]=2)([CH2:47][CH3:48])[CH2:49][CH3:50])[CH:32]=[CH2:33]. The yield is 0.640. (3) The reactants are [CH3:1][O:2][C:3]1[CH:8]=[CH:7][CH:6]=[C:5]([CH3:9])[C:4]=1[NH:10]C(=O)C.C(OC(=O)C)(=O)C.C([O-])(=O)C.[K+].[N:26](OCCC(C)C)=O. The catalyst is C(OCC)(=O)C.[Br-].C([N+](CCCC)(CCCC)CCCC)CCC. The product is [CH3:1][O:2][C:3]1[CH:8]=[CH:7][CH:6]=[C:5]2[C:4]=1[NH:10][N:26]=[CH:9]2. The yield is 0.510. (4) The reactants are [CH2:1]([O:3][C:4]([C:6]1[NH:7][C:8]2[C:13]([C:14]=1[CH:15]=[O:16])=[CH:12][CH:11]=[C:10]([Cl:17])[CH:9]=2)=[O:5])[CH3:2].CC(=CC)C.[O-:23]Cl=O.[Na+]. The catalyst is C(O)(C)(C)C.O. The product is [CH3:2][CH2:1][O:3][C:4]([C:6]1[NH:7][C:8]2[C:13]([C:14]=1[C:15]([OH:23])=[O:16])=[CH:12][CH:11]=[C:10]([Cl:17])[CH:9]=2)=[O:5]. The yield is 0.140. (5) The reactants are [NH:1]([C:9]([O:11][C:12]([CH3:15])([CH3:14])[CH3:13])=[O:10])[C@H:2]([C:6]([OH:8])=[O:7])[CH:3]([CH3:5])[CH3:4].C1CCC(N=C=NC2CCCCC2)CC1.[C:31]([O:35][C:36]1[C:45]2[C:40](=[CH:41][CH:42]=[CH:43][CH:44]=2)[C:39](O)=[C:38]([CH3:47])[C:37]=1[CH2:48]/[CH:49]=[C:50](\[CH3:82])/[CH2:51][CH2:52]/[CH:53]=[C:54](\[CH3:81])/[CH2:55][CH2:56]/[CH:57]=[C:58](\[CH3:80])/[CH2:59][CH2:60]/[CH:61]=[C:62](\[CH3:79])/[CH2:63][CH2:64]/[CH:65]=[C:66](\[CH3:78])/[CH2:67][CH2:68]/[CH:69]=[C:70](\[CH3:77])/[CH2:71][CH2:72][CH:73]=[C:74]([CH3:76])[CH3:75])(=[O:34])[CH2:32][CH3:33]. The catalyst is CN(C1C=CN=CC=1)C.C(Cl)Cl.CCOCC. The product is [C:12]([O:11][C:9]([NH:1][C@H:2]([C:6]([O:8][C:39]1[C:40]2[C:45](=[CH:44][CH:43]=[CH:42][CH:41]=2)[C:36]([O:35][C:31](=[O:34])[CH2:32][CH3:33])=[C:37]([CH2:48]/[CH:49]=[C:50](\[CH3:82])/[CH2:51][CH2:52]/[CH:53]=[C:54](\[CH3:81])/[CH2:55][CH2:56]/[CH:57]=[C:58](\[CH3:80])/[CH2:59][CH2:60]/[CH:61]=[C:62](\[CH3:79])/[CH2:63][CH2:64]/[CH:65]=[C:66](\[CH3:78])/[CH2:67][CH2:68]/[CH:69]=[C:70](\[CH3:77])/[CH2:71][CH2:72][CH:73]=[C:74]([CH3:76])[CH3:75])[C:38]=1[CH3:47])=[O:7])[CH:3]([CH3:5])[CH3:4])=[O:10])([CH3:13])([CH3:15])[CH3:14]. The yield is 0.280. (6) The yield is 0.210. The product is [ClH:30].[F:2][C:3]1[CH:22]=[C:21]([CH3:23])[C:20]([OH:24])=[CH:19][C:4]=1[NH:5][C:6]1[C:15]2[C:10](=[CH:11][C:12]([O:18][CH2:31][C:32]3[N:33]([CH3:37])[CH:34]=[CH:35][N:36]=3)=[C:13]([O:16][CH3:17])[CH:14]=2)[N:9]=[CH:8][N:7]=1. The reactants are Cl.[F:2][C:3]1[CH:22]=[C:21]([CH3:23])[C:20]([O:24]C(OC)=O)=[CH:19][C:4]=1[NH:5][C:6]1[C:15]2[C:10](=[CH:11][C:12]([OH:18])=[C:13]([O:16][CH3:17])[CH:14]=2)[N:9]=[CH:8][N:7]=1.Cl.[Cl:30][CH2:31][C:32]1[N:33]([CH3:37])[CH:34]=[CH:35][N:36]=1.C(=O)([O-])[O-].[K+].[K+].[I-].[K+]. The catalyst is CN(C=O)C. (7) The reactants are [F:1][C:2]1[CH:3]=[C:4]([CH:7]=[CH:8][C:9]=1B1OC(C)(C)C(C)(C)O1)[C:5]#[N:6].Br[C:20]1[CH:21]=[C:22]([CH:26]([CH:33]2[CH2:35][CH2:34]2)[NH:27][S:28]([CH2:31][CH3:32])(=[O:30])=[O:29])[CH:23]=[N:24][CH:25]=1.C([O-])([O-])=O.[Na+].[Na+]. The catalyst is CN(C=O)C.Cl[Pd](Cl)([P](C1C=CC=CC=1)(C1C=CC=CC=1)C1C=CC=CC=1)[P](C1C=CC=CC=1)(C1C=CC=CC=1)C1C=CC=CC=1. The product is [C:5]([C:4]1[CH:7]=[CH:8][C:9]([C:20]2[CH:21]=[C:22]([CH:26]([CH:33]3[CH2:35][CH2:34]3)[NH:27][S:28]([CH2:31][CH3:32])(=[O:29])=[O:30])[CH:23]=[N:24][CH:25]=2)=[C:2]([F:1])[CH:3]=1)#[N:6]. The yield is 0.560. (8) The reactants are CO[C:3](=[O:20])[C:4]1[CH:9]=[C:8]([C:10]2[N:11]([CH3:15])[N:12]=[CH:13][CH:14]=2)[C:7]([CH:16]([F:18])[F:17])=[CH:6][C:5]=1[NH2:19].[CH3:21][S:22]([NH:25][NH2:26])(=[O:24])=[O:23].[OH-:27].[Na+].[CH2:29](Cl)Cl. No catalyst specified. The product is [F:18][CH:16]([F:17])[C:7]1[CH:6]=[C:5]2[C:4]([C:3](=[O:20])[N:26]([NH:25][S:22]([CH3:21])(=[O:24])=[O:23])[C:29](=[O:27])[NH:19]2)=[CH:9][C:8]=1[C:10]1[N:11]([CH3:15])[N:12]=[CH:13][CH:14]=1. The yield is 0.550. (9) The reactants are O=P(Cl)(Cl)Cl.[CH2:6]([N:8]1[C:20]2[CH:19]=[CH:18][CH:17]=[CH:16][C:15]=2[C:14]2[C:9]1=[CH:10][CH:11]=[CH:12][CH:13]=2)[CH3:7].[C:21]([O-:24])(=O)C.[Na+].CN([CH:29]=[O:30])C. The catalyst is O. The product is [CH2:6]([N:8]1[C:20]2[CH:19]=[CH:18][C:17]([CH:29]=[O:30])=[CH:16][C:15]=2[C:14]2[C:9]1=[CH:10][CH:11]=[C:12]([CH:21]=[O:24])[CH:13]=2)[CH3:7]. The yield is 0.460.